This data is from Forward reaction prediction with 1.9M reactions from USPTO patents (1976-2016). The task is: Predict the product of the given reaction. (1) Given the reactants [C:1]([O:5][C:6]([NH:8][CH2:9][C:10]1[C:11]([C:28]2[CH:33]=[CH:32][C:31]([CH3:34])=[CH:30][CH:29]=2)=[C:12](/[CH:21]=[CH:22]/[C:23]([O:25][CH2:26][CH3:27])=[O:24])[C:13]([CH3:20])=[N:14][C:15]=1[CH2:16][CH:17]([CH3:19])[CH3:18])=[O:7])([CH3:4])([CH3:3])[CH3:2], predict the reaction product. The product is: [C:1]([O:5][C:6]([NH:8][CH2:9][C:10]1[C:11]([C:28]2[CH:29]=[CH:30][C:31]([CH3:34])=[CH:32][CH:33]=2)=[C:12]([CH2:21][CH2:22][C:23]([O:25][CH2:26][CH3:27])=[O:24])[C:13]([CH3:20])=[N:14][C:15]=1[CH2:16][CH:17]([CH3:18])[CH3:19])=[O:7])([CH3:3])([CH3:4])[CH3:2]. (2) Given the reactants C(OC(=O)[NH:7][CH2:8][CH2:9][N:10]1[CH:14]=[C:13]([C:15](=[O:28])[NH:16][CH:17]([C:26]#[N:27])[C:18]2[CH:23]=[CH:22][C:21]([CH2:24][CH3:25])=[CH:20][CH:19]=2)[N:12]=[N:11]1)(C)(C)C.C(O)=O, predict the reaction product. The product is: [C:26]([CH:17]([NH:16][C:15]([C:13]1[N:12]=[N:11][N:10]([CH2:9][CH2:8][NH2:7])[CH:14]=1)=[O:28])[C:18]1[CH:23]=[CH:22][C:21]([CH2:24][CH3:25])=[CH:20][CH:19]=1)#[N:27]. (3) Given the reactants [CH2:1]([O:8][C:9]1[C:10](F)=[C:11]([F:33])[C:12]([NH:25][C:26]2[CH:31]=[CH:30][CH:29]=[CH:28][C:27]=2[Cl:32])=[C:13]([CH:24]=1)[C:14]([O:16][CH2:17][C:18]1[CH:23]=[CH:22][CH:21]=[CH:20][CH:19]=1)=[O:15])[C:2]1[CH:7]=[CH:6][CH:5]=[CH:4][CH:3]=1.[N-:35]=[N+:36]=[N-:37].[Na+].O, predict the reaction product. The product is: [N:35]([C:10]1[C:9]([O:8][CH2:1][C:2]2[CH:7]=[CH:6][CH:5]=[CH:4][CH:3]=2)=[CH:24][C:13]([C:14]([O:16][CH2:17][C:18]2[CH:23]=[CH:22][CH:21]=[CH:20][CH:19]=2)=[O:15])=[C:12]([NH:25][C:26]2[CH:31]=[CH:30][CH:29]=[CH:28][C:27]=2[Cl:32])[C:11]=1[F:33])=[N+:36]=[N-:37]. (4) Given the reactants [O:1]([CH2:8][C:9]1[NH:10][CH:11]=[C:12]([C:14]2[CH:27]=[CH:26][C:17]([O:18][C:19]3[CH:25]=[CH:24][C:22]([NH2:23])=[CH:21][CH:20]=3)=[CH:16][CH:15]=2)[N:13]=1)[C:2]1[CH:7]=[CH:6][CH:5]=[CH:4][CH:3]=1.[CH2:28]([N:32]=[C:33]=[O:34])[CH2:29][CH2:30][CH3:31].C(#N)C.[F:38][C:39]([F:44])([F:43])[C:40]([OH:42])=[O:41], predict the reaction product. The product is: [F:38][C:39]([F:44])([F:43])[C:40]([OH:42])=[O:41].[CH2:28]([NH:32][C:33]([NH:23][C:22]1[CH:21]=[CH:20][C:19]([O:18][C:17]2[CH:26]=[CH:27][C:14]([C:12]3[N:13]=[C:9]([CH2:8][O:1][C:2]4[CH:7]=[CH:6][CH:5]=[CH:4][CH:3]=4)[NH:10][CH:11]=3)=[CH:15][CH:16]=2)=[CH:25][CH:24]=1)=[O:34])[CH2:29][CH2:30][CH3:31]. (5) Given the reactants [O:1]1[C:6]2[CH:7]=[CH:8][CH:9]=[CH:10][C:5]=2[NH:4][CH2:3][CH2:2]1.[Cl:11][C:12]1[CH:20]=[CH:19][C:15]([C:16](Cl)=[O:17])=[CH:14][C:13]=1[OH:21], predict the reaction product. The product is: [Cl:11][C:12]1[CH:20]=[CH:19][C:15]([C:16]([N:4]2[C:5]3[CH:10]=[CH:9][CH:8]=[CH:7][C:6]=3[O:1][CH2:2][CH2:3]2)=[O:17])=[CH:14][C:13]=1[OH:21].